Dataset: Full USPTO retrosynthesis dataset with 1.9M reactions from patents (1976-2016). Task: Predict the reactants needed to synthesize the given product. (1) Given the product [C:34]([N:1]1[CH2:6][CH2:5][CH2:4][CH:3]([NH:7][C:8]([NH:10][C:11]2[N:12]=[C:13]3[CH:19]=[CH:18][N:17]([CH2:20][O:21][CH2:22][CH2:23][Si:24]([CH3:27])([CH3:26])[CH3:25])[C:14]3=[N:15][CH:16]=2)=[O:9])[CH2:2]1)(=[O:37])[CH2:35][CH3:36], predict the reactants needed to synthesize it. The reactants are: [NH:1]1[CH2:6][CH2:5][CH2:4][CH:3]([NH:7][C:8]([NH:10][C:11]2[N:12]=[C:13]3[CH:19]=[CH:18][N:17]([CH2:20][O:21][CH2:22][CH2:23][Si:24]([CH3:27])([CH3:26])[CH3:25])[C:14]3=[N:15][CH:16]=2)=[O:9])[CH2:2]1.N1C=CC=CC=1.[C:34](Cl)(=[O:37])[CH2:35][CH3:36]. (2) Given the product [C:18]1([C@H:16]([N:11]2[CH:10]3[CH:13]([CH2:14][CH2:15][NH:8][CH2:9]3)[CH2:12]2)[CH3:17])[CH:23]=[CH:22][CH:21]=[CH:20][CH:19]=1, predict the reactants needed to synthesize it. The reactants are: C(OC([N:8]1[CH2:15][CH2:14][CH:13]2[CH:10]([N:11]([C@@H:16]([C:18]3[CH:23]=[CH:22][CH:21]=[CH:20][CH:19]=3)[CH3:17])[CH2:12]2)[CH2:9]1)=O)(C)(C)C.FC(F)(F)C(O)=O. (3) Given the product [CH2:1]([C@@H:8]([C:9]([NH:27][C:24]1[CH:23]=[CH:22][C:21]([C:30]2[CH:31]=[CH:32][CH:33]=[CH:34][C:29]=2[Cl:28])=[CH:26][N:25]=1)=[O:11])[CH2:12][C:13]([OH:15])=[O:14])[C:2]1[CH:3]=[CH:4][CH:5]=[CH:6][CH:7]=1, predict the reactants needed to synthesize it. The reactants are: [CH2:1]([C@H:8]([CH2:12][C:13]([O:15]C(C)(C)C)=[O:14])[C:9]([OH:11])=O)[C:2]1[CH:7]=[CH:6][CH:5]=[CH:4][CH:3]=1.I[C:21]1[CH:22]=[CH:23][C:24]([NH2:27])=[N:25][CH:26]=1.[Cl:28][C:29]1[CH:34]=[CH:33][CH:32]=[CH:31][C:30]=1B(O)O.C([O-])([O-])=O.[K+].[K+]. (4) The reactants are: [OH:1][C:2]1([C:9]2[CH:10]=[N:11][C:12]([CH3:15])=[CH:13][CH:14]=2)[CH2:7][CH2:6][C:5](=O)[CH2:4][CH2:3]1.[NH:16]1[CH2:19][CH:18]([NH:20][C:21]([CH2:23][NH:24][C:25](=[O:37])[C:26]2[CH:31]=[C:30]([C:32]([F:35])([F:34])[F:33])[CH:29]=[CH:28][C:27]=2[Cl:36])=[O:22])[CH2:17]1. Given the product [Cl:36][C:27]1[CH:28]=[CH:29][C:30]([C:32]([F:35])([F:33])[F:34])=[CH:31][C:26]=1[C:25]([NH:24][CH2:23][C:21](=[O:22])[NH:20][CH:18]1[CH2:19][N:16]([CH:5]2[CH2:6][CH2:7][C:2]([OH:1])([C:9]3[CH:10]=[N:11][C:12]([CH3:15])=[CH:13][CH:14]=3)[CH2:3][CH2:4]2)[CH2:17]1)=[O:37], predict the reactants needed to synthesize it. (5) The reactants are: [Si:1]([O:8][CH2:9][CH:10]([OH:21])[CH2:11][CH2:12][CH2:13][CH2:14][CH2:15][CH2:16][CH2:17][CH2:18][CH2:19][CH3:20])([C:4]([CH3:7])([CH3:6])[CH3:5])([CH3:3])[CH3:2].[C:22](OC(=O)C)(=[O:24])[CH3:23].N1C=CC=CC=1.CN(C1C=CN=CC=1)C. Given the product [C:22]([O:21][CH:10]([CH2:11][CH2:12][CH2:13][CH2:14][CH2:15][CH2:16][CH2:17][CH2:18][CH2:19][CH3:20])[CH2:9][O:8][Si:1]([C:4]([CH3:7])([CH3:6])[CH3:5])([CH3:3])[CH3:2])(=[O:24])[CH3:23], predict the reactants needed to synthesize it. (6) Given the product [NH2:15][C:10]1[O:11][CH2:12][C@@H:13]([F:14])[C@:8]([C:6]2[CH:7]=[C:2]([NH:1][C:27]([C:20]3[C:19]([Cl:18])=[CH:24][C:23]([C:25]#[N:26])=[CH:22][N:21]=3)=[O:28])[CH:3]=[CH:4][C:5]=2[F:17])([CH3:16])[N:9]=1, predict the reactants needed to synthesize it. The reactants are: [NH2:1][C:2]1[CH:3]=[CH:4][C:5]([F:17])=[C:6]([C@:8]2([CH3:16])[C@H:13]([F:14])[CH2:12][O:11][C:10]([NH2:15])=[N:9]2)[CH:7]=1.[Cl:18][C:19]1[C:20]([C:27](O)=[O:28])=[N:21][CH:22]=[C:23]([C:25]#[N:26])[CH:24]=1. (7) Given the product [Cl:1][C:2]1[CH:3]=[C:4]([C:9]2([C:21]([F:22])([F:24])[F:23])[O:13][N:12]=[C:11]([C:14]3[CH:15]=[C:16]([NH:17][C:25](=[O:32])[C:26]4[CH:31]=[CH:30][CH:29]=[CH:28][CH:27]=4)[CH:18]=[CH:19][CH:20]=3)[CH2:10]2)[CH:5]=[C:6]([Cl:8])[CH:7]=1, predict the reactants needed to synthesize it. The reactants are: [Cl:1][C:2]1[CH:3]=[C:4]([C:9]2([C:21]([F:24])([F:23])[F:22])[O:13][N:12]=[C:11]([C:14]3[CH:15]=[C:16]([CH:18]=[CH:19][CH:20]=3)[NH2:17])[CH2:10]2)[CH:5]=[C:6]([Cl:8])[CH:7]=1.[C:25](Cl)(=[O:32])[C:26]1[CH:31]=[CH:30][CH:29]=[CH:28][CH:27]=1.C(N(CC)CC)C.O.